This data is from Forward reaction prediction with 1.9M reactions from USPTO patents (1976-2016). The task is: Predict the product of the given reaction. (1) Given the reactants [F:1][C:2]([F:32])([F:31])[C:3]1[CH:8]=[C:7]([C:9]([NH:11][NH:12][C:13]([C:15]2[CH:20]=[CH:19][C:18]([S:21]([NH2:24])(=[O:23])=[O:22])=[CH:17][CH:16]=2)=O)=[O:10])[CH:6]=[CH:5][C:4]=1[C:25]1[CH:30]=[CH:29][CH:28]=[CH:27][CH:26]=1.CCN(CC)CC.CC[N+](S(N=C(OC)[O-])(=O)=O)(CC)CC, predict the reaction product. The product is: [F:1][C:2]([F:32])([F:31])[C:3]1[CH:8]=[C:7]([C:9]2[O:10][C:13]([C:15]3[CH:16]=[CH:17][C:18]([S:21]([NH2:24])(=[O:23])=[O:22])=[CH:19][CH:20]=3)=[N:12][N:11]=2)[CH:6]=[CH:5][C:4]=1[C:25]1[CH:26]=[CH:27][CH:28]=[CH:29][CH:30]=1. (2) Given the reactants C(O[C:4]([C:6]1[CH:7]=[N:8][C:9]2[C:14]([C:15]=1[NH:16][CH:17]1[CH2:21][CH2:20][CH2:19][CH2:18]1)=[CH:13][CH:12]=[CH:11][C:10]=2[O:22][CH3:23])=[O:5])C.[N:24]([C:27]1[CH:32]=[CH:31][CH:30]=[C:29]([S:33][CH3:34])[CH:28]=1)=[C:25]=[O:26], predict the reaction product. The product is: [CH:17]1([N:16]2[C:15]3[C:14]4[CH:13]=[CH:12][CH:11]=[C:10]([O:22][CH3:23])[C:9]=4[N:8]=[CH:7][C:6]=3[C:4](=[O:5])[N:24]([C:27]3[CH:32]=[CH:31][CH:30]=[C:29]([S:33][CH3:34])[CH:28]=3)[C:25]2=[O:26])[CH2:18][CH2:19][CH2:20][CH2:21]1.